Dataset: Full USPTO retrosynthesis dataset with 1.9M reactions from patents (1976-2016). Task: Predict the reactants needed to synthesize the given product. Given the product [CH2:1]([N:3]1[C:12]2[C:7](=[CH:8][C:9]([NH:13][C:14](=[O:20])[CH2:15][CH:16]([CH2:28][N+:25]([O-:27])=[O:26])[CH:17]([CH3:18])[CH3:19])=[CH:10][CH:11]=2)[C:6](=[O:21])[N:5]([CH2:22][CH3:23])[C:4]1=[O:24])[CH3:2], predict the reactants needed to synthesize it. The reactants are: [CH2:1]([N:3]1[C:12]2[C:7](=[CH:8][C:9]([NH:13][C:14](=[O:20])/[CH:15]=[CH:16]/[CH:17]([CH3:19])[CH3:18])=[CH:10][CH:11]=2)[C:6](=[O:21])[N:5]([CH2:22][CH3:23])[C:4]1=[O:24])[CH3:2].[N+:25]([CH3:28])([O-:27])=[O:26].C1CCN2C(=NCCC2)CC1.